This data is from Catalyst prediction with 721,799 reactions and 888 catalyst types from USPTO. The task is: Predict which catalyst facilitates the given reaction. Reactant: [CH3:1][C:2]1[CH:3]=[N:4][N:5]([C:7]2[CH:12]=[CH:11][N:10]=[CH:9][C:8]=2[N:13]2[CH2:18][CH2:17][CH:16]([C:19](O)=[O:20])[CH2:15][CH2:14]2)[CH:6]=1.[O:22]1[CH2:27][CH2:26][CH:25]([NH2:28])[CH2:24][CH2:23]1.CN(C(ON1N=NC2C=CC=NC1=2)=[N+](C)C)C.F[P-](F)(F)(F)(F)F.C(N(CC)CC)C. Product: [CH3:1][C:2]1[CH:3]=[N:4][N:5]([C:7]2[CH:12]=[CH:11][N:10]=[CH:9][C:8]=2[N:13]2[CH2:18][CH2:17][CH:16]([C:19]([NH:28][CH:25]3[CH2:26][CH2:27][O:22][CH2:23][CH2:24]3)=[O:20])[CH2:15][CH2:14]2)[CH:6]=1. The catalyst class is: 136.